The task is: Predict the reactants needed to synthesize the given product.. This data is from Full USPTO retrosynthesis dataset with 1.9M reactions from patents (1976-2016). (1) Given the product [CH:20]1([NH:23][C:24]([C:25]2[CH:30]=[C:29]([C:2]3[CH:7]=[CH:6][C:5]([C:8]4[O:12][C:11]([CH2:13][N:14]5[CH2:19][CH2:18][CH2:17][CH2:16][CH2:15]5)=[N:10][N:9]=4)=[CH:4][CH:3]=3)[C:28]([CH3:31])=[CH:27][CH:26]=2)=[O:41])[CH2:21][CH2:22]1, predict the reactants needed to synthesize it. The reactants are: I[C:2]1[CH:7]=[CH:6][C:5]([C:8]2[O:12][C:11]([CH2:13][N:14]3[CH2:19][CH2:18][CH2:17][CH2:16][CH2:15]3)=[N:10][N:9]=2)=[CH:4][CH:3]=1.[CH:20]1([NH:23][C:24](=[O:41])[C:25]2[CH:30]=[CH:29][C:28]([CH3:31])=[C:27](B3OC(C)(C)C(C)(C)O3)[CH:26]=2)[CH2:22][CH2:21]1. (2) Given the product [F:1][C:2]1[CH:3]=[C:4](/[CH:5]=[CH:10]/[C:11](=[O:12])[CH3:13])[CH:7]=[CH:8][CH:9]=1, predict the reactants needed to synthesize it. The reactants are: [F:1][C:2]1[CH:3]=[C:4]([CH:7]=[CH:8][CH:9]=1)[CH:5]=O.[CH3:10][C:11]([CH3:13])=[O:12].[OH-].[Na+]. (3) Given the product [F:1][C:2]([F:7])([F:6])[C:3]([OH:5])=[O:4].[CH3:8][C:9]1[CH:14]=[C:13]([CH3:15])[CH:12]=[C:11]([CH3:16])[C:10]=1[NH:17][C:18]([NH:20][C:21]1[C:22]([C:31]([NH:33][C:34]2([C:40]([OH:42])=[O:41])[CH2:35][CH2:36][NH:37][CH2:38][CH2:39]2)=[O:32])=[CH:23][C:24]2[C:29]([CH:30]=1)=[CH:28][CH:27]=[CH:26][CH:25]=2)=[O:19], predict the reactants needed to synthesize it. The reactants are: [F:1][C:2]([F:7])([F:6])[C:3]([OH:5])=[O:4].[CH3:8][C:9]1[CH:14]=[C:13]([CH3:15])[CH:12]=[C:11]([CH3:16])[C:10]=1[NH:17][C:18]([NH:20][C:21]1[C:22]([C:31]([NH:33][C:34]2([C:40]([O:42]C)=[O:41])[CH2:39][CH2:38][NH:37][CH2:36][CH2:35]2)=[O:32])=[CH:23][C:24]2[C:29]([CH:30]=1)=[CH:28][CH:27]=[CH:26][CH:25]=2)=[O:19].Cl.